Predict the reaction yield, written as a fraction of the theoretical maximum amount of product (1.0 means a 100% yield; for example, 0.34 means a 34% yield). From a dataset of Reaction yield outcomes from USPTO patents with 853,638 reactions. (1) The reactants are [Cl:1][C:2]1[CH:3]=[C:4]([CH:8]=[CH:9][C:10]=1[O:11][C:12]1[CH:17]=[CH:16][C:15]([CH:18]=O)=[CH:14][CH:13]=1)[C:5]([NH2:7])=[O:6].[S:20]1[CH:24]=[CH:23][CH:22]=[C:21]1[CH2:25][CH2:26][NH2:27].[BH4-].[Na+]. The catalyst is CO. The product is [Cl:1][C:2]1[CH:3]=[C:4]([CH:8]=[CH:9][C:10]=1[O:11][C:12]1[CH:13]=[CH:14][C:15]([CH2:18][NH:27][CH2:26][CH2:25][C:21]2[S:20][CH:24]=[CH:23][CH:22]=2)=[CH:16][CH:17]=1)[C:5]([NH2:7])=[O:6]. The yield is 0.940. (2) The reactants are [ClH:1].ClC1NC=C([C@H:8]2[C:16]3[C:11](=[CH:12][CH:13]=[CH:14][CH:15]=3)[CH2:10][NH:9]2)C1.[C:17]([O-:20])([O-])=[O:18].[K+].[K+].BrCCC=C1C2[CH:34]=[CH:35][CH:36]=[N:37][C:32]=2COC2C=CC(C(O)(C)C)=CC1=2. The catalyst is C(#N)C.O. The product is [C:11]([O:20][C:17]([N:37]1[CH2:36][CH2:35][C@@H:34]([N:9]2[CH2:8][C:16]3[C:11](=[CH:12][CH:13]=[C:14]([Cl:1])[CH:15]=3)[CH2:10]2)[CH2:32]1)=[O:18])([CH3:16])([CH3:12])[CH3:10]. The yield is 0.550. (3) The reactants are [CH3:1][NH:2][N:3]=[CH:4][C:5](=[O:12])[C:6]1[CH:11]=[CH:10][CH:9]=[CH:8][CH:7]=1.[C:13]([C:17]1[CH:22]=[CH:21][C:20]([C:23](=O)[CH:24]=[O:25])=[CH:19][CH:18]=1)([CH3:16])([CH3:15])[CH3:14]. The product is [C:13]([C:17]1[CH:22]=[CH:21][C:20]([C:23]2[N:2]([CH3:1])[N:3]=[C:4]([C:5]([C:6]3[CH:11]=[CH:10][CH:9]=[CH:8][CH:7]=3)=[O:12])[C:24]=2[OH:25])=[CH:19][CH:18]=1)([CH3:16])([CH3:15])[CH3:14]. The yield is 0.590. The catalyst is C(O)(=O)C. (4) The reactants are [Br:1][C:2]1[CH:3]=[C:4]([C:8]2([C:12]3[CH:17]=[CH:16][CH:15]=[C:14]([Br:18])[CH:13]=3)[CH2:11][NH:10][CH2:9]2)[CH:5]=[CH:6][CH:7]=1.[C:19]([C:23]1[CH:28]=[CH:27][C:26](I)=[CH:25][CH:24]=1)([CH3:22])([CH3:21])[CH3:20].CC1(C)C2C(=C(P(C3C=CC=CC=3)C3C=CC=CC=3)C=CC=2)OC2C(P(C3C=CC=CC=3)C3C=CC=CC=3)=CC=CC1=2.CC(C)([O-])C. The catalyst is O1CCOCC1.C1C=CC(/C=C/C(/C=C/C2C=CC=CC=2)=O)=CC=1.C1C=CC(/C=C/C(/C=C/C2C=CC=CC=2)=O)=CC=1.C1C=CC(/C=C/C(/C=C/C2C=CC=CC=2)=O)=CC=1.[Pd].[Pd].C(#N)C.O.ClCCl. The product is [Br:1][C:2]1[CH:3]=[C:4]([C:8]2([C:12]3[CH:17]=[CH:16][CH:15]=[C:14]([Br:18])[CH:13]=3)[CH2:9][N:10]([C:26]3[CH:27]=[CH:28][C:23]([C:19]([CH3:22])([CH3:21])[CH3:20])=[CH:24][CH:25]=3)[CH2:11]2)[CH:5]=[CH:6][CH:7]=1. The yield is 0.318. (5) The reactants are [I:1]I.[N+:3]([C:6]1[CH:7]=[C:8]([CH:12]=[CH:13][CH:14]=1)[C:9]([OH:11])=[O:10])([O-:5])=[O:4]. The catalyst is S(=O)(=O)(O)O. The product is [I:1][C:13]1[CH:12]=[C:8]([CH:7]=[C:6]([N+:3]([O-:5])=[O:4])[CH:14]=1)[C:9]([OH:11])=[O:10]. The yield is 0.980. (6) The reactants are Br[C:2]1[N:7]=[C:6]2[N:8]([CH3:22])[C:9]3[CH2:14][CH2:13][N:12]([C:15]([O:17][C:18]([CH3:21])([CH3:20])[CH3:19])=[O:16])[CH2:11][C:10]=3[C:5]2=[CH:4][CH:3]=1.[F:23][C:24]([F:39])([F:38])[C:25]1[N:30]=[N:29][C:28]([C:31]2[CH:36]=[CH:35][NH:34][C:33](=[O:37])[CH:32]=2)=[CH:27][CH:26]=1.C([O-])([O-])=O.[Cs+].[Cs+].OC1C=CC=C2C=1N=CC=C2. The catalyst is CS(C)=O.[Cu](I)I. The product is [CH3:22][N:8]1[C:6]2=[N:7][C:2]([N:34]3[CH:35]=[CH:36][C:31]([C:28]4[N:29]=[N:30][C:25]([C:24]([F:38])([F:23])[F:39])=[CH:26][CH:27]=4)=[CH:32][C:33]3=[O:37])=[CH:3][CH:4]=[C:5]2[C:10]2[CH2:11][N:12]([C:15]([O:17][C:18]([CH3:21])([CH3:20])[CH3:19])=[O:16])[CH2:13][CH2:14][C:9]1=2. The yield is 0.430. (7) The reactants are [CH3:1][C:2]1[N:6]([CH:7]([CH3:9])[CH3:8])[C:5]([C:10]2[CH:15]=[CH:14][N:13]=[C:12]([NH:16][CH:17]3[CH2:22][CH2:21][NH:20][CH2:19][CH2:18]3)[N:11]=2)=[CH:4][N:3]=1.[CH3:23][C:24]([CH3:39])([O:26][C:27]([N:29]1[CH2:34][CH2:33][CH:32]([CH2:35][C:36](O)=[O:37])[CH2:31][CH2:30]1)=[O:28])[CH3:25].CN(C(ON1N=NC2C=CC=NC1=2)=[N+](C)C)C.F[P-](F)(F)(F)(F)F.CCN(C(C)C)C(C)C. The catalyst is CN(C=O)C. The product is [CH3:1][C:2]1[N:6]([CH:7]([CH3:9])[CH3:8])[C:5]([C:10]2[CH:15]=[CH:14][N:13]=[C:12]([NH:16][CH:17]3[CH2:18][CH2:19][N:20]([C:36](=[O:37])[CH2:35][CH:32]4[CH2:33][CH2:34][N:29]([C:27]([O:26][C:24]([CH3:25])([CH3:23])[CH3:39])=[O:28])[CH2:30][CH2:31]4)[CH2:21][CH2:22]3)[N:11]=2)=[CH:4][N:3]=1. The yield is 0.130. (8) The reactants are [Cl:1][C:2]1[CH:11]=[CH:10][C:5]2[N:6]=[C:7]([NH2:9])[S:8][C:4]=2[CH:3]=1.Br[CH2:13][C:14](=O)[C:15]([O:17][CH2:18][CH3:19])=[O:16]. No catalyst specified. The product is [Cl:1][C:2]1[CH:11]=[CH:10][C:5]2[N:6]3[CH:13]=[C:14]([C:15]([O:17][CH2:18][CH3:19])=[O:16])[N:9]=[C:7]3[S:8][C:4]=2[CH:3]=1. The yield is 0.600. (9) The reactants are [Cl:1][C:2]1[CH:7]=[C:6]([O:8][C:9]2[C:10]3[S:17][CH:16]=[CH:15][C:11]=3[N:12]=[CH:13][N:14]=2)[CH:5]=[CH:4][C:3]=1[NH2:18].O1CCN(CCNC(C2SC3C(OC4C=CC(N[C:47]([NH:49][C:50](=[O:58])[CH2:51][C:52]5[CH:57]=[CH:56][CH:55]=[CH:54][CH:53]=5)=[S:48])=CC=4F)=NC=NC=3C=2)=O)CC1. No catalyst specified. The product is [Cl:1][C:2]1[CH:7]=[C:6]([O:8][C:9]2[C:10]3[S:17][CH:16]=[CH:15][C:11]=3[N:12]=[CH:13][N:14]=2)[CH:5]=[CH:4][C:3]=1[NH:18][C:47]([NH:49][C:50](=[O:58])[CH2:51][C:52]1[CH:53]=[CH:54][CH:55]=[CH:56][CH:57]=1)=[S:48]. The yield is 0.0900. (10) The reactants are Cl.C(N=C=NCCCN(C)C)C.ON1C2C=CC=CC=2N=N1.C(N(CC)CC)C.Cl.[CH:31]1([CH2:34][O:35][C:36]2([C:40]3[CH:45]=[CH:44][CH:43]=[CH:42][C:41]=3[CH3:46])[CH2:39][NH:38][CH2:37]2)[CH2:33][CH2:32]1.[C:47]([O:51][C:52]([NH:54][C@H:55]([CH2:59][C:60]1[CH:65]=[CH:64][C:63]([O:66][CH3:67])=[CH:62][CH:61]=1)[C:56](O)=[O:57])=[O:53])([CH3:50])([CH3:49])[CH3:48]. The catalyst is CN(C)C=O.CCCCCCC.C(OCC)(=O)C. The product is [CH:31]1([CH2:34][O:35][C:36]2([C:40]3[CH:45]=[CH:44][CH:43]=[CH:42][C:41]=3[CH3:46])[CH2:37][N:38]([C:56](=[O:57])[C@H:55]([NH:54][C:52](=[O:53])[O:51][C:47]([CH3:48])([CH3:49])[CH3:50])[CH2:59][C:60]3[CH:61]=[CH:62][C:63]([O:66][CH3:67])=[CH:64][CH:65]=3)[CH2:39]2)[CH2:32][CH2:33]1. The yield is 0.410.